This data is from Reaction yield outcomes from USPTO patents with 853,638 reactions. The task is: Predict the reaction yield, written as a fraction of the theoretical maximum amount of product (1.0 means a 100% yield; for example, 0.34 means a 34% yield). (1) The reactants are [Br:1][C:2]1[CH:16]=[C:15](/[CH:17]=[CH:18]/[CH:19]([C:24]2[CH:29]=[C:28]([Cl:30])[C:27]([Cl:31])=[C:26]([Cl:32])[CH:25]=2)[C:20]([F:23])([F:22])[F:21])[CH:14]=[CH:13][C:3]=1[C:4]([NH:6][CH:7]1[CH2:12][CH2:11][NH:10][CH2:9][CH2:8]1)=[O:5].Br[CH2:34][C:35]#[N:36]. The catalyst is C1COCC1.CCOC(C)=O. The product is [Br:1][C:2]1[CH:16]=[C:15](/[CH:17]=[CH:18]/[CH:19]([C:24]2[CH:25]=[C:26]([Cl:32])[C:27]([Cl:31])=[C:28]([Cl:30])[CH:29]=2)[C:20]([F:23])([F:21])[F:22])[CH:14]=[CH:13][C:3]=1[C:4]([NH:6][CH:7]1[CH2:12][CH2:11][N:10]([CH2:34][C:35]#[N:36])[CH2:9][CH2:8]1)=[O:5]. The yield is 0.468. (2) The reactants are N(C(OCC)=O)=NC(OCC)=O.[C:13]([O:17][C:18](=[O:29])[NH:19][C@H:20]1[CH2:25][CH2:24][C@H:23]([CH2:26][CH2:27][OH:28])[CH2:22][CH2:21]1)([CH3:16])([CH3:15])[CH3:14].[CH3:30][O:31][C:32]1[N:33]=[C:34]2[C:39](=[CH:40][CH:41]=1)[N:38]=[CH:37][C:36](O)=[CH:35]2.C1(P(C2C=CC=CC=2)C2C=CC=CC=2)C=CC=CC=1. The catalyst is O1CCCC1.C(OCC)(=O)C. The product is [C:13]([O:17][C:18](=[O:29])[NH:19][C@H:20]1[CH2:21][CH2:22][C@H:23]([CH2:26][CH2:27][O:28][C:36]2[CH:37]=[N:38][C:39]3[C:34]([CH:35]=2)=[N:33][C:32]([O:31][CH3:30])=[CH:41][CH:40]=3)[CH2:24][CH2:25]1)([CH3:16])([CH3:14])[CH3:15]. The yield is 0.535. (3) The reactants are I[C:2]1[C:10]2[C:5](=[CH:6][N:7]=[C:8](/[N:11]=[CH:12]/N(C)C)[CH:9]=2)[N:4]([CH3:16])[CH:3]=1.[CH:17]1([C:22]([N:24]2[CH2:29][CH2:28][C:27](B3OC(C)(C)C(C)(C)O3)=[CH:26][CH2:25]2)=[O:23])[CH2:21][CH2:20][CH2:19][CH2:18]1.C([O-])([O-])=[O:40].[K+].[K+]. The catalyst is CN(C=O)C.O. The product is [CH:17]1([C:22]([N:24]2[CH2:25][CH:26]=[C:27]([C:2]3[C:10]4[C:5](=[CH:6][N:7]=[C:8]([NH:11][CH:12]=[O:40])[CH:9]=4)[N:4]([CH3:16])[CH:3]=3)[CH2:28][CH2:29]2)=[O:23])[CH2:21][CH2:20][CH2:19][CH2:18]1. The yield is 0.360. (4) The reactants are [K+].[Cl:2][C:3]1[CH:8]=[CH:7][C:6]([CH2:9][C:10]([NH:12][C:13]2[CH:14]=[C:15]([C:19]([C:21]3[C:29]4[CH:28]=[N:27][CH:26]=[N:25][C:24]=4[N:23]([CH2:30][C:31]([O-])=[O:32])[CH:22]=3)=[O:20])[CH:16]=[N:17][CH:18]=2)=[O:11])=[CH:5][CH:4]=1.Cl.[CH3:35][NH:36][CH3:37].CN(C(ON1N=NC2C=CC=NC1=2)=[N+](C)C)C.F[P-](F)(F)(F)(F)F. The catalyst is N1C=CC=CC=1.C(Cl)Cl. The product is [Cl:2][C:3]1[CH:8]=[CH:7][C:6]([CH2:9][C:10]([NH:12][C:13]2[CH:14]=[C:15]([C:19]([C:21]3[C:29]4[CH:28]=[N:27][CH:26]=[N:25][C:24]=4[N:23]([CH2:30][C:31]([N:36]([CH3:37])[CH3:35])=[O:32])[CH:22]=3)=[O:20])[CH:16]=[N:17][CH:18]=2)=[O:11])=[CH:5][CH:4]=1. The yield is 0.550. (5) The reactants are [CH3:1][O:2][C:3]1[CH:8]=[CH:7][C:6]([C@@H:9]([NH2:11])[CH3:10])=[CH:5][CH:4]=1.CCN(CC)CC.Br[CH2:20][C:21]([O:23][CH2:24][CH3:25])=[O:22]. The catalyst is C1COCC1.CCOC(C)=O. The product is [CH3:1][O:2][C:3]1[CH:8]=[CH:7][C:6]([C@@H:9]([NH:11][CH2:20][C:21]([O:23][CH2:24][CH3:25])=[O:22])[CH3:10])=[CH:5][CH:4]=1. The yield is 1.00. (6) The product is [CH3:1][O:2][C:3]1[CH:4]=[C:5]2[C:10](=[CH:11][C:12]=1[O:13][CH3:14])[N:9]=[CH:8][N:7]=[C:6]2[O:15][C:16]1[CH:22]=[CH:21][C:19]([NH:20][C:38](=[S:55])[O:40][CH2:41][C:26]2[CH:27]=[CH:28][C:23]([CH3:29])=[CH:24][CH:25]=2)=[CH:18][CH:17]=1. The yield is 0.540. The reactants are [CH3:1][O:2][C:3]1[CH:4]=[C:5]2[C:10](=[CH:11][C:12]=1[O:13][CH3:14])[N:9]=[CH:8][N:7]=[C:6]2[O:15][C:16]1[CH:22]=[CH:21][C:19]([NH2:20])=[CH:18][CH:17]=1.[C:23]1([CH3:29])[CH:28]=[CH:27][CH:26]=[CH:25][CH:24]=1.C(N(CC)CC)C.Cl[C:38](Cl)([O:40][C:41](=O)OC(Cl)(Cl)Cl)Cl.CC1C=CC(C[SH:55])=CC=1. The catalyst is C(Cl)Cl. (7) The reactants are Br[C:2]1[CH:3]=[N:4][CH:5]=[C:6]([Br:9])[C:7]=1[CH3:8].C[Si](C)(C)[C:12]#[C:13][CH3:14].[F-].C([N+](CCCC)(CCCC)CCCC)CCC. The catalyst is C1(C)C=CC=CC=1.[Cu]I.C1C=CC([P]([Pd]([P](C2C=CC=CC=2)(C2C=CC=CC=2)C2C=CC=CC=2)([P](C2C=CC=CC=2)(C2C=CC=CC=2)C2C=CC=CC=2)[P](C2C=CC=CC=2)(C2C=CC=CC=2)C2C=CC=CC=2)(C2C=CC=CC=2)C2C=CC=CC=2)=CC=1. The product is [Br:9][C:6]1[CH:5]=[N:4][CH:3]=[C:2]([C:12]#[C:13][CH3:14])[C:7]=1[CH3:8]. The yield is 0.160. (8) The reactants are [Cl:1][C:2]1[CH:7]=[C:6]([N+:8]([O-])=O)[CH:5]=[C:4]([Cl:11])[C:3]=1[C:12]1[CH:17]=[CH:16][CH:15]=[CH:14][CH:13]=1.[Cl-].[NH4+].O. The catalyst is CO.[Fe]. The product is [Cl:1][C:2]1[CH:7]=[C:6]([NH2:8])[CH:5]=[C:4]([Cl:11])[C:3]=1[C:12]1[CH:17]=[CH:16][CH:15]=[CH:14][CH:13]=1. The yield is 0.960. (9) The reactants are [CH3:1][S:2]([C:5]1[CH:21]=[CH:20][C:8]([O:9][C:10]2[CH:11]=[C:12]([OH:19])[CH:13]=[C:14]3[C:18]=2[NH:17][N:16]=[CH:15]3)=[CH:7][CH:6]=1)(=[O:4])=[O:3].C(N(CC)CC)C.[C:29](Cl)(=[O:34])[C:30]([CH3:33])([CH3:32])[CH3:31]. The catalyst is ClCCl.C(OCC)(=O)C. The product is [C:29]([O:19][C:12]1[CH:13]=[C:14]2[C:18](=[C:10]([O:9][C:8]3[CH:20]=[CH:21][C:5]([S:2]([CH3:1])(=[O:3])=[O:4])=[CH:6][CH:7]=3)[CH:11]=1)[NH:17][N:16]=[CH:15]2)(=[O:34])[C:30]([CH3:33])([CH3:32])[CH3:31]. The yield is 0.740. (10) The reactants are [OH:1][C@@H:2]1[CH2:27][CH2:26][C@@:25]2([CH3:28])[C@H:4]([C@@H:5]([CH2:31]C)[C@@H:6]([OH:30])[C@@H:7]3[C@@H:24]2[CH2:23][CH2:22][C@@:21]2([CH3:29])[C@H:8]3[CH2:9][CH2:10][C@@H:11]2[C@H:12]([CH3:20])[CH2:13][CH2:14][C:15]([O:17]CC)=[O:16])[CH2:3]1.[OH-].[Na+].Cl. The catalyst is CCO. The product is [OH:1][C@@H:2]1[CH2:27][CH2:26][C@@:25]2([CH3:28])[C@H:4]([C@@H:5]([CH3:31])[C@@H:6]([OH:30])[C@@H:7]3[C@@H:24]2[CH2:23][CH2:22][C@@:21]2([CH3:29])[C@H:8]3[CH2:9][CH2:10][C@@H:11]2[C@H:12]([CH3:20])[CH2:13][CH2:14][C:15]([OH:17])=[O:16])[CH2:3]1. The yield is 0.430.